Task: Binary Classification. Given a miRNA mature sequence and a target amino acid sequence, predict their likelihood of interaction.. Dataset: Experimentally validated miRNA-target interactions with 360,000+ pairs, plus equal number of negative samples The miRNA is gga-miR-375 with sequence UUUGUUCGUUCGGCUCGCGUUA. The protein sequence of the target gene is MPEQSNDYRVVVFGAGGVGKSSLVLRFVKGTFRDTYIPTIEDTYRQVISCDKSVCTLQITDTTGSHQFPAMQRLSISKGHAFILVFSVTSKQSLEELGPIYKLIVQIKGSVEDIPVMLVGNKCDETQREVDTREAQAVAQEWKCAFMETSAKMNYNVKELFQELLTLETRRNMSLNIDGKRSGKQKRTDRVKGKCTLM. Result: 0 (no interaction).